This data is from Reaction yield outcomes from USPTO patents with 853,638 reactions. The task is: Predict the reaction yield, written as a fraction of the theoretical maximum amount of product (1.0 means a 100% yield; for example, 0.34 means a 34% yield). (1) The reactants are C(OC/C=[C:7](\[CH2:9][CH2:10]/[CH:11]=[C:12](/[CH2:14][CH2:15][CH:16]=[C:17]([CH3:19])C)\C)/C)(=O)C. The catalyst is [N+](C)([O-])=O. The product is [CH2:7]1[C@H:9]2[C@@H:15]([CH2:14][CH2:12][CH2:11][CH2:10]2)[CH2:16][CH2:17][CH2:19]1. The yield is 0.400. (2) The product is [CH2:1]([O:3][C:4]([C:6]1[CH:7]=[N:8][N:9]([C:11]2[NH:15][C:14]3[CH:22]=[C:23]([Cl:34])[C:24]([S:26][C:27]4[CH:28]=[C:29]([CH3:33])[CH:30]=[CH:31][CH:32]=4)=[CH:25][C:13]=3[N:12]=2)[CH:10]=1)=[O:5])[CH3:2]. The catalyst is O1CCOCC1. The reactants are [CH2:1]([O:3][C:4]([C:6]1[CH:7]=[N:8][N:9]([C:11]2[N:15](COCCOC)[C:14]3[CH:22]=[C:23]([Cl:34])[C:24]([S:26][C:27]4[CH:28]=[C:29]([CH3:33])[CH:30]=[CH:31][CH:32]=4)=[CH:25][C:13]=3[N:12]=2)[CH:10]=1)=[O:5])[CH3:2].CCO.Cl. The yield is 0.910.